From a dataset of Forward reaction prediction with 1.9M reactions from USPTO patents (1976-2016). Predict the product of the given reaction. (1) Given the reactants C[O:2][C:3]([CH:5]1[CH2:13][C:12]2[C:7](=[CH:8][CH:9]=[CH:10][CH:11]=2)[N:6]1[C:14]([O:16][CH2:17][C:18]1[CH:23]=[CH:22][CH:21]=[CH:20][CH:19]=1)=[O:15])=O.[BH4-].[Li+], predict the reaction product. The product is: [CH2:17]([O:16][C:14]([N:6]1[C:7]2[C:12](=[CH:11][CH:10]=[CH:9][CH:8]=2)[CH2:13][CH:5]1[CH2:3][OH:2])=[O:15])[C:18]1[CH:23]=[CH:22][CH:21]=[CH:20][CH:19]=1. (2) Given the reactants C(O)(=O)C.C(O[BH-](OC(=O)C)OC(=O)C)(=O)C.[Na+].[Cl-].[OH:20][CH:21]([C:30]1[CH:40]=[CH:39][C:33]2[CH2:34][CH2:35][NH2+:36][CH2:37][CH2:38][C:32]=2[CH:31]=1)[CH2:22][CH2:23][C:24]1[CH:28]=[CH:27][N:26]([CH3:29])[N:25]=1.C(N(CC)CC)C.[C:48]1(=O)[CH2:51][CH2:50][CH2:49]1, predict the reaction product. The product is: [CH:48]1([N:36]2[CH2:37][CH2:38][C:32]3[CH:31]=[C:30]([CH:21]([OH:20])[CH2:22][CH2:23][C:24]4[CH:28]=[CH:27][N:26]([CH3:29])[N:25]=4)[CH:40]=[CH:39][C:33]=3[CH2:34][CH2:35]2)[CH2:51][CH2:50][CH2:49]1. (3) Given the reactants [N+:1]([C:4]1[CH:11]=[CH:10][CH:9]=[CH:8][C:5]=1[CH:6]=[O:7])([O-])=O.N, predict the reaction product. The product is: [NH2:1][C:4]1[CH:11]=[CH:10][CH:9]=[CH:8][C:5]=1[CH:6]=[O:7]. (4) Given the reactants C[Si](C)(C)[N-][Si](C)(C)C.[Na+].Cl[CH2:12][C:13]1[N:14]=[C:15]([NH2:18])[S:16][CH:17]=1.[CH3:19][OH:20], predict the reaction product. The product is: [CH3:19][O:20][CH2:12][C:13]1[N:14]=[C:15]([NH2:18])[S:16][CH:17]=1. (5) Given the reactants [C:1]([NH:4][C:5]1[CH:10]=[C:9]([Sn](C)(C)C)[N:8]=[C:7]([C:15]([O:17][CH3:18])=[O:16])[C:6]=1[Cl:19])(=[O:3])[CH3:2].[Cl:20][C:21]1[C:26](I)=[CH:25][CH:24]=[C:23]([Cl:28])[N:22]=1.[F-].[Cs+], predict the reaction product. The product is: [C:1]([NH:4][C:5]1[C:6]([Cl:19])=[C:7]([C:15]([O:17][CH3:18])=[O:16])[N:8]=[C:9]([C:26]2[C:21]([Cl:20])=[N:22][C:23]([Cl:28])=[CH:24][CH:25]=2)[CH:10]=1)(=[O:3])[CH3:2]. (6) Given the reactants [Cl:1][C:2]1[CH:7]=[CH:6][C:5]([C:8]2[C:9]([CH:14]([NH:24]S(C(C)(C)C)=O)[CH2:15][C:16]3[CH:21]=[C:20]([F:22])[CH:19]=[C:18]([F:23])[CH:17]=3)=[N:10][CH:11]=[CH:12][N:13]=2)=[CH:4][CH:3]=1.Cl, predict the reaction product. The product is: [Cl:1][C:2]1[CH:7]=[CH:6][C:5]([C:8]2[C:9]([CH:14]([NH2:24])[CH2:15][C:16]3[CH:21]=[C:20]([F:22])[CH:19]=[C:18]([F:23])[CH:17]=3)=[N:10][CH:11]=[CH:12][N:13]=2)=[CH:4][CH:3]=1. (7) The product is: [Cl:25][C:19]1[CH:18]=[C:17]([C:10]2([C:13]([F:16])([F:15])[F:14])[CH2:11][CH2:12][NH:8][CH2:9]2)[CH:22]=[C:21]([Cl:23])[C:20]=1[Cl:24]. Given the reactants C([N:8]1[CH2:12][CH2:11][C:10]([C:17]2[CH:22]=[C:21]([Cl:23])[C:20]([Cl:24])=[C:19]([Cl:25])[CH:18]=2)([C:13]([F:16])([F:15])[F:14])[CH2:9]1)C1C=CC=CC=1.ClC(OC(Cl)C)=O.O, predict the reaction product.